This data is from Drug-target binding data from BindingDB using IC50 measurements. The task is: Regression. Given a target protein amino acid sequence and a drug SMILES string, predict the binding affinity score between them. We predict pIC50 (pIC50 = -log10(IC50 in M); higher means more potent). Dataset: bindingdb_ic50. (1) The compound is O=C(O)Cc1ccc(-c2ccccc2NC(=O)Cc2cccc(-c3ccc(O)c(O)c3O)c2)s1. The target protein (P16109) has sequence MANCQIAILYQRFQRVVFGISQLLCFSALISELTNQKEVAAWTYHYSTKAYSWNISRKYCQNRYTDLVAIQNKNEIDYLNKVLPYYSSYYWIGIRKNNKTWTWVGTKKALTNEAENWADNEPNNKRNNEDCVEIYIKSPSAPGKWNDEHCLKKKHALCYTASCQDMSCSKQGECLETIGNYTCSCYPGFYGPECEYVRECGELELPQHVLMNCSHPLGNFSFNSQCSFHCTDGYQVNGPSKLECLASGIWTNKPPQCLAAQCPPLKIPERGNMTCLHSAKAFQHQSSCSFSCEEGFALVGPEVVQCTASGVWTAPAPVCKAVQCQHLEAPSEGTMDCVHPLTAFAYGSSCKFECQPGYRVRGLDMLRCIDSGHWSAPLPTCEAISCEPLESPVHGSMDCSPSLRAFQYDTNCSFRCAEGFMLRGADIVRCDNLGQWTAPAPVCQALQCQDLPVPNEARVNCSHPFGAFRYQSVCSFTCNEGLLLVGASVLQCLATGNWNS.... The pIC50 is 5.4. (2) The small molecule is COc1ccc(CN=c2[nH]c(N3CCC[C@H]3CO)ncc2C(O)=NCc2ncccn2)cc1Cl. The target protein sequence is TRELQSLAAAVVPSAQTLKITDFSFSDFELSDLETALCTIRMFTDLNLVQNFQMKHEVLCRWILSVKKNYRKNVAYHNWRHAFNTAQCMFAALKAGKIQNKLTDLEILALLIAALSHDLDHRGVNNSYIQRSEHPLAQLYCHSIMEHHHFDQCLMILNSPGNQILSGLSIEEYKTTLKIIKQAILATDLALYIKRRGEFFELIRKNQFNLEDPHQKELFLAMLMTACDLSAITKPWPIQQRIAELVATEFFDQGDRERKELNIEPTDLMNREKKNKIPSMQVGFIDAICLQLYEALTHVSEDCFPLLDGCRKNRQKWQALAEQQEKMLINGESGQAKRN. The pIC50 is 8.0. (3) The target protein (P43116) has sequence MGNASNDSQSEDCETRQWLPPGESPAISSVMFSAGVLGNLIALALLARRWRGDVGCSAGRRSSLSLFHVLVTELVFTDLLGTCLISPVVLASYARNQTLVALAPESRACTYFAFAMTFFSLATMLMLFAMALERYLSIGHPYFYQRRVSRSGGLAVLPVIYAVSLLFCSLPLLDYGQYVQYCPGTWCFIRHGRTAYLQLYATLLLLLIVSVLACNFSVILNLIRMHRRSRRSRCGPSLGSGRGGPGARRRGERVSMAEETDHLILLAIMTITFAVCSLPFTIFAYMNETSSRKEKWDLQALRFLSINSIIDPWVFAILRPPVLRLMRSVLCCRISLRTQDATQTSCSTQSDASKQADL. The small molecule is O=C(/C=C/c1cccc2c1N(Cc1ccc3ccccc3c1)C(=O)C2O)NS(=O)(=O)c1ccc(F)cc1. The pIC50 is 4.7.